From a dataset of Forward reaction prediction with 1.9M reactions from USPTO patents (1976-2016). Predict the product of the given reaction. (1) The product is: [NH2:19][C:5]1[CH:4]=[C:3]([O:2][CH3:1])[C:10]([O:11][CH2:12][CH2:13][O:14][CH2:15][CH2:16][O:17][CH3:18])=[CH:9][C:6]=1[CH:7]=[O:8]. Given the reactants [CH3:1][O:2][C:3]1[C:10]([O:11][CH2:12][CH2:13][O:14][CH2:15][CH2:16][O:17][CH3:18])=[CH:9][C:6]([CH:7]=[O:8])=[C:5]([N+:19]([O-])=O)[CH:4]=1, predict the reaction product. (2) Given the reactants [Cl:1][C:2]1[CH:7]=[CH:6][C:5]([CH:8]([CH:12]([CH3:14])[CH3:13])[C:9]([OH:11])=[O:10])=[CH:4][CH:3]=1.OS(O)(=O)=O.[CH3:20]O, predict the reaction product. The product is: [Cl:1][C:2]1[CH:3]=[CH:4][C:5]([CH:8]([CH:12]([CH3:14])[CH3:13])[C:9]([O:11][CH3:20])=[O:10])=[CH:6][CH:7]=1.